Dataset: Reaction yield outcomes from USPTO patents with 853,638 reactions. Task: Predict the reaction yield, written as a fraction of the theoretical maximum amount of product (1.0 means a 100% yield; for example, 0.34 means a 34% yield). (1) The reactants are [CH2:1]([O:8][C@H:9]([CH3:24])[C@@H:10]([CH3:23])[O:11][C:12]1[C:17]([C:18]([F:21])([F:20])[F:19])=[CH:16][N:15]=[C:14](Cl)[N:13]=1)[C:2]1[CH:7]=[CH:6][CH:5]=[CH:4][CH:3]=1.[NH2:25][C:26]1[CH:31]=[CH:30][C:29]([S:32]([CH:41]2[CH2:43][CH2:42]2)(=[N:34][C:35](=[O:40])[C:36]([F:39])([F:38])[F:37])=[O:33])=[CH:28][CH:27]=1.Cl. The catalyst is C(#N)C.O1CCOCC1. The product is [CH2:1]([O:8][C@H:9]([CH3:24])[C@H:10]([O:11][C:12]1[C:17]([C:18]([F:21])([F:20])[F:19])=[CH:16][N:15]=[C:14]([NH:25][C:26]2[CH:27]=[CH:28][C:29]([S:32]([CH:41]3[CH2:43][CH2:42]3)(=[N:34][C:35](=[O:40])[C:36]([F:39])([F:37])[F:38])=[O:33])=[CH:30][CH:31]=2)[N:13]=1)[CH3:23])[C:2]1[CH:7]=[CH:6][CH:5]=[CH:4][CH:3]=1. The yield is 0.560. (2) The reactants are Br[C:2]1[CH:3]=[CH:4][C:5]([NH:8][C:9](=[O:16])[CH2:10][CH2:11][C:12]([O:14][CH3:15])=[O:13])=[N:6][CH:7]=1.Br[C:18]1[CH:19]=[CH:20][C:21](N)=[N:22][CH:23]=1.N1C=CC=C([Sn](CCCC)(CCCC)CCCC)C=1. The catalyst is C1(C)C=CC=CC=1.[Pd].C1(P(C2C=CC=CC=2)C2C=CC=CC=2)C=CC=CC=1.C1(P(C2C=CC=CC=2)C2C=CC=CC=2)C=CC=CC=1.C1(P(C2C=CC=CC=2)C2C=CC=CC=2)C=CC=CC=1.C1(P(C2C=CC=CC=2)C2C=CC=CC=2)C=CC=CC=1. The product is [O:16]=[C:9]([NH:8][C:5]1[CH:4]=[CH:3][C:2]([C:20]2[CH:21]=[N:22][CH:23]=[CH:18][CH:19]=2)=[CH:7][N:6]=1)[CH2:10][CH2:11][C:12]([O:14][CH3:15])=[O:13]. The yield is 0.260. (3) The reactants are [Cl:1][C:2]1[CH:3]=[C:4]2[C:9](=[CH:10][CH:11]=1)[N:8]=[C:7]([CH2:12]Cl)[N:6]([C:14]1[CH:19]=[CH:18][CH:17]=[CH:16][C:15]=1[Cl:20])[C:5]2=[O:21].O.[SH:23][C:24]1[N:32]=[CH:31][N:30]=[C:29]2[C:25]=1[NH:26][CH:27]=[N:28]2.C([O-])([O-])=O.[K+].[K+]. The catalyst is CN(C=O)C. The product is [Cl:1][C:2]1[CH:3]=[C:4]2[C:9](=[CH:10][CH:11]=1)[N:8]=[C:7]([CH2:12][S:23][C:24]1[N:32]=[CH:31][N:30]=[C:29]3[C:25]=1[N:26]=[CH:27][NH:28]3)[N:6]([C:14]1[CH:19]=[CH:18][CH:17]=[CH:16][C:15]=1[Cl:20])[C:5]2=[O:21]. The yield is 0.420.